From a dataset of Forward reaction prediction with 1.9M reactions from USPTO patents (1976-2016). Predict the product of the given reaction. (1) The product is: [OH:36][C@@H:33]1[CH2:34][CH2:35][C@H:30]([N:29]([CH3:28])[C:8]([NH:9][C:10]2[S:11][C:12]3[C:13]([N:21]4[CH2:26][CH2:25][O:24][CH2:23][CH2:22]4)=[N:14][CH:15]=[C:16]([O:19][CH3:20])[C:17]=3[N:18]=2)=[O:27])[CH2:31][CH2:32]1. Given the reactants C1(O[C:8](=[O:27])[NH:9][C:10]2[S:11][C:12]3[C:13]([N:21]4[CH2:26][CH2:25][O:24][CH2:23][CH2:22]4)=[N:14][CH:15]=[C:16]([O:19][CH3:20])[C:17]=3[N:18]=2)C=CC=CC=1.[CH3:28][NH:29][C@@H:30]1[CH2:35][CH2:34][C@H:33]([OH:36])[CH2:32][CH2:31]1, predict the reaction product. (2) The product is: [CH2:20]([O:27][C:28](=[O:36])[CH2:29][C@@H:30]([NH:35][C:15](=[O:17])[CH2:14][CH2:13][CH2:12][CH2:11][CH2:10][CH2:9][CH2:8][CH2:7][C:1]1[CH:2]=[CH:3][CH:4]=[CH:5][CH:6]=1)[CH2:31][N:32]([CH3:33])[CH3:34])[C:21]1[CH:26]=[CH:25][CH:24]=[CH:23][CH:22]=1. Given the reactants [C:1]1([CH2:7][CH2:8][CH2:9][CH2:10][CH2:11][CH2:12][CH2:13][CH2:14][C:15]([OH:17])=O)[CH:6]=[CH:5][CH:4]=[CH:3][CH:2]=1.Cl.Cl.[CH2:20]([O:27][C:28](=[O:36])[CH2:29][C@@H:30]([NH2:35])[CH2:31][N:32]([CH3:34])[CH3:33])[C:21]1[CH:26]=[CH:25][CH:24]=[CH:23][CH:22]=1, predict the reaction product. (3) Given the reactants [CH2:1]([NH2:4])[CH2:2][NH2:3].[CH3:5][N:6]([N:8]=[N:9][C:10]1[CH:14]=[CH:13][S:12][C:11]=1[C:15](OC)=[O:16])[CH3:7].O.[Cl-].[Na+], predict the reaction product. The product is: [NH2:3][CH2:2][CH2:1][NH:4][C:15]([C:11]1[S:12][CH:13]=[CH:14][C:10]=1[N:9]=[N:8][N:6]([CH3:7])[CH3:5])=[O:16]. (4) Given the reactants [CH3:1][O:2][C:3]1[CH:4]=[C:5]([C:12]2[C:21]3[C:16](=[CH:17][CH:18]=[C:19]([Cl:22])[CH:20]=3)[CH2:15][CH2:14][N:13]=2)[CH:6]=[CH:7][C:8]=1[N+:9]([O-])=O.C([O-])=O.[NH4+], predict the reaction product. The product is: [NH2:9][C:8]1[CH:7]=[CH:6][C:5]([C:12]2[C:21]3[C:16](=[CH:17][CH:18]=[C:19]([Cl:22])[CH:20]=3)[CH2:15][CH2:14][N:13]=2)=[CH:4][C:3]=1[O:2][CH3:1]. (5) Given the reactants [Cl:1][C:2]1[CH:7]=[C:6]([C:8]2[CH2:12][C:11]([C:17]3[CH:22]=[C:21]([Br:23])[C:20]([F:24])=[C:19]([Br:25])[CH:18]=3)([C:13]([F:16])([F:15])[F:14])[O:10][N:9]=2)[CH:5]=[CH:4][C:3]=1[CH2:26][N:27]1C(=O)C2=CC=CC=C2C1=O.O.NN, predict the reaction product. The product is: [NH2:27][CH2:26][C:3]1[CH:4]=[CH:5][C:6]([C:8]2[CH2:12][C:11]([C:17]3[CH:22]=[C:21]([Br:23])[C:20]([F:24])=[C:19]([Br:25])[CH:18]=3)([C:13]([F:16])([F:15])[F:14])[O:10][N:9]=2)=[CH:7][C:2]=1[Cl:1]. (6) The product is: [C:4]([C:6]1[CH:11]=[CH:10][N:9]=[C:8]([NH:12][C:13](=[O:19])[O:14][C:15]([CH3:16])([CH3:17])[CH3:18])[CH:7]=1)(=[O:5])[CH3:21]. Given the reactants CON(C)[C:4]([C:6]1[CH:11]=[CH:10][N:9]=[C:8]([NH:12][C:13](=[O:19])[O:14][C:15]([CH3:18])([CH3:17])[CH3:16])[CH:7]=1)=[O:5].[CH3:21][Mg+].[Br-], predict the reaction product. (7) Given the reactants [CH3:1][O:2][C:3]([C:5]1[S:9][CH:8]=[N:7][C:6]=1[NH:10][NH2:11])=[O:4].C(N(CC)CC)C.C[O:20][C:21](=O)[N:22]=[C:23](SC)[C:24]([C:38]1[CH:48]=[C:47]([O:49][CH3:50])[C:41]2[O:42][CH2:43][CH2:44][CH2:45][O:46][C:40]=2[CH:39]=1)=[N:25][C:26]1[CH:31]=[CH:30][C:29]([C:32]2[N:36]=[C:35]([CH3:37])[O:34][N:33]=2)=[CH:28][CH:27]=1, predict the reaction product. The product is: [CH3:1][O:2][C:3]([C:5]1[S:9][CH:8]=[N:7][C:6]=1[N:10]1[C:21](=[O:20])[NH:22][C:23]([CH:24]([C:38]2[CH:48]=[C:47]([O:49][CH3:50])[C:41]3[O:42][CH2:43][CH2:44][CH2:45][O:46][C:40]=3[CH:39]=2)[NH:25][C:26]2[CH:27]=[CH:28][C:29]([C:32]3[N:36]=[C:35]([CH3:37])[O:34][N:33]=3)=[CH:30][CH:31]=2)=[N:11]1)=[O:4]. (8) Given the reactants [NH2:1][C:2]([CH3:25])([CH3:24])[C@H:3]([NH:8][C:9](=[O:23])[C:10]1[CH:15]=[CH:14][C:13]([C:16]#[C:17][C:18]#[C:19][CH2:20][CH2:21][OH:22])=[CH:12][CH:11]=1)[C:4]([NH:6][OH:7])=[O:5].CCN(C(C)C)C(C)C.[NH:35]1[CH:39]=[C:38]([CH:40]=O)[N:37]=[CH:36]1.[BH3-]C#N.[Na+].C(O)(=O)C.C(O)(C(F)(F)F)=O, predict the reaction product. The product is: [NH:35]1[CH:39]=[C:38]([CH2:40][NH:1][C:2]([CH3:25])([CH3:24])[C@H:3]([NH:8][C:9](=[O:23])[C:10]2[CH:15]=[CH:14][C:13]([C:16]#[C:17][C:18]#[C:19][CH2:20][CH2:21][OH:22])=[CH:12][CH:11]=2)[C:4]([NH:6][OH:7])=[O:5])[N:37]=[CH:36]1.